This data is from Forward reaction prediction with 1.9M reactions from USPTO patents (1976-2016). The task is: Predict the product of the given reaction. (1) Given the reactants Cl[C:2]1[CH:3]=[C:4]2[C:9](=[CH:10][CH:11]=1)[N:8]=[C:7]([NH:12][CH2:13][C:14]1[CH:19]=[CH:18][CH:17]=[CH:16][C:15]=1[O:20][CH3:21])[CH:6]=[C:5]2[C:22]1[CH:27]=[CH:26][CH:25]=[CH:24][CH:23]=1.[N:28]1[CH:33]=[CH:32][CH:31]=[C:30]([CH2:34][NH2:35])[CH:29]=1, predict the reaction product. The product is: [CH3:21][O:20][C:15]1[CH:16]=[CH:17][CH:18]=[CH:19][C:14]=1[CH2:13][NH:12][C:7]1[CH:6]=[C:5]([C:22]2[CH:27]=[CH:26][CH:25]=[CH:24][CH:23]=2)[C:4]2[C:9](=[CH:10][CH:11]=[C:2]([NH:35][CH2:34][C:30]3[CH:29]=[N:28][CH:33]=[CH:32][CH:31]=3)[CH:3]=2)[N:8]=1. (2) Given the reactants [CH2:1]([O:3][C:4]([C:6]1[C:10]([Br:11])=[C:9]([Br:12])[N:8]([C:13]2C=CC=CC=2)[C:7]=1[CH2:19][Br:20])=[O:5])[CH3:2].C(OC(C1C=CN(C)C=1C)=O)C, predict the reaction product. The product is: [CH2:1]([O:3][C:4]([C:6]1[C:10]([Br:11])=[C:9]([Br:12])[N:8]([CH3:13])[C:7]=1[CH2:19][Br:20])=[O:5])[CH3:2].